Dataset: Peptide-MHC class II binding affinity with 134,281 pairs from IEDB. Task: Regression. Given a peptide amino acid sequence and an MHC pseudo amino acid sequence, predict their binding affinity value. This is MHC class II binding data. The peptide sequence is MKVVNRWLFRHLARE. The MHC is HLA-DQA10201-DQB10301 with pseudo-sequence HLA-DQA10201-DQB10301. The binding affinity (normalized) is 0.